This data is from M1 muscarinic receptor antagonist screen with 61,756 compounds. The task is: Binary Classification. Given a drug SMILES string, predict its activity (active/inactive) in a high-throughput screening assay against a specified biological target. The compound is O1CCN(C2CC(=O)N(C2=O)Cc2ccc(N3CCCC3=O)cc2)CC1. The result is 0 (inactive).